From a dataset of Aqueous solubility values for 9,982 compounds from the AqSolDB database. Regression/Classification. Given a drug SMILES string, predict its absorption, distribution, metabolism, or excretion properties. Task type varies by dataset: regression for continuous measurements (e.g., permeability, clearance, half-life) or binary classification for categorical outcomes (e.g., BBB penetration, CYP inhibition). For this dataset (solubility_aqsoldb), we predict Y. (1) The drug is CCCCCCC(=O)OCC(COC(=O)CCCCCC)OC(=O)CCCCCC. The Y is -6.93 log mol/L. (2) The compound is CCCCOC(=O)CC(CC(=O)OCCCC)(OC(C)=O)C(=O)OCCCC. The Y is -4.91 log mol/L. (3) The drug is Cn1ccc(=O)c2ccccc21. The Y is -0.982 log mol/L.